Task: Predict the reaction yield, written as a fraction of the theoretical maximum amount of product (1.0 means a 100% yield; for example, 0.34 means a 34% yield).. Dataset: Reaction yield outcomes from USPTO patents with 853,638 reactions The reactants are [Cl:1][C:2]1[CH:3]=[C:4]([OH:9])[CH:5]=[CH:6][C:7]=1[F:8].FC(F)(F)C(O)=O.[Cl:17]N1C(=O)CCC1=O. The catalyst is C(#N)C. The product is [Cl:1][C:2]1[CH:3]=[C:4]([OH:9])[C:5]([Cl:17])=[CH:6][C:7]=1[F:8].[Cl:17][C:3]1[C:2]([Cl:1])=[C:7]([F:8])[CH:6]=[CH:5][C:4]=1[OH:9]. The yield is 0.420.